Dataset: TCR-epitope binding with 47,182 pairs between 192 epitopes and 23,139 TCRs. Task: Binary Classification. Given a T-cell receptor sequence (or CDR3 region) and an epitope sequence, predict whether binding occurs between them. (1) The epitope is HTTDPSFLGRY. The TCR CDR3 sequence is CASSLEGQGDTQYF. Result: 1 (the TCR binds to the epitope). (2) The epitope is IPIQASLPF. The TCR CDR3 sequence is CASSQAPTGPTEAFF. Result: 1 (the TCR binds to the epitope). (3) The epitope is LPPAYTNSF. The TCR CDR3 sequence is CASSLPRGPQLANTGELFF. Result: 0 (the TCR does not bind to the epitope). (4) The epitope is YSEHPTFTSQY. The TCR CDR3 sequence is CASSGLSNQPQHF. Result: 0 (the TCR does not bind to the epitope). (5) The epitope is VTEHDTLLY. The TCR CDR3 sequence is CASSQDRAGLYEQYF. Result: 1 (the TCR binds to the epitope). (6) The epitope is TSDLATNNLVVMAY. The TCR CDR3 sequence is CAWTVGNTEAFF. Result: 0 (the TCR does not bind to the epitope). (7) The epitope is SGPLKAEIAQRLED. The TCR CDR3 sequence is CASSFGGGEQFF. Result: 0 (the TCR does not bind to the epitope). (8) The epitope is LLQTGIHVRVSQPSL. Result: 1 (the TCR binds to the epitope). The TCR CDR3 sequence is CSARGGVDSNQPQHF.